From a dataset of Forward reaction prediction with 1.9M reactions from USPTO patents (1976-2016). Predict the product of the given reaction. (1) Given the reactants [Br:1][C:2]1[CH:3]=[C:4]2[C:9](=[CH:10][CH:11]=1)[C:8](Cl)=[N:7][N:6]=[CH:5]2.[CH:13]([NH:16][C:17]([C@H:19]1[CH2:23][CH2:22][CH:21]([CH3:24])[NH:20]1)=[O:18])([CH3:15])[CH3:14].C(=O)([O-])[O-].[Cs+].[Cs+].C(#N)C, predict the reaction product. The product is: [Br:1][C:2]1[CH:3]=[C:4]2[C:9](=[CH:10][CH:11]=1)[C:8]([N:20]1[CH:21]([CH3:24])[CH2:22][CH2:23][C@@H:19]1[C:17]([NH:16][CH:13]([CH3:15])[CH3:14])=[O:18])=[N:7][N:6]=[CH:5]2. (2) Given the reactants [Br:1][C:2]1[CH:3]=[C:4](SC)[C:5]2[N:6]([C:8]([C:11]3[CH:22]=[CH:21][C:14]([C:15]([NH:17][CH:18]4[CH2:20][CH2:19]4)=[O:16])=[C:13]([CH3:23])[CH:12]=3)=[CH:9][N:10]=2)[N:7]=1.[O:26]([S:28]([O-:31])(=O)=O)O.S(O)(O)(=O)=O.S(O)(O)(=O)=O.[K+].[CH3:43]N(C=O)C, predict the reaction product. The product is: [Br:1][C:2]1[CH:3]=[C:4]([S:28]([CH3:43])(=[O:31])=[O:26])[C:5]2[N:6]([C:8]([C:11]3[CH:22]=[CH:21][C:14]([C:15]([NH:17][CH:18]4[CH2:19][CH2:20]4)=[O:16])=[C:13]([CH3:23])[CH:12]=3)=[CH:9][N:10]=2)[N:7]=1. (3) Given the reactants [CH3:1][C:2]1[CH:7]=[CH:6][CH:5]=[CH:4][C:3]=1[C:8]1[C:16]2[O:15][CH:14]([CH2:17][OH:18])[CH2:13][C:12]=2[CH:11]=[CH:10][C:9]=1[Cl:19].[C:20]1([CH3:30])[CH:25]=[CH:24][C:23]([S:26](Cl)(=[O:28])=[O:27])=[CH:22][CH:21]=1.CC1C=CC(S(OCC2CC3C(C(F)(F)F)=CC=C(Cl)C=3O2)(=O)=O)=CC=1, predict the reaction product. The product is: [CH3:30][C:20]1[CH:25]=[CH:24][C:23]([S:26]([O:18][CH2:17][CH:14]2[CH2:13][C:12]3[CH:11]=[CH:10][C:9]([Cl:19])=[C:8]([C:3]4[CH:4]=[CH:5][CH:6]=[CH:7][C:2]=4[CH3:1])[C:16]=3[O:15]2)(=[O:28])=[O:27])=[CH:22][CH:21]=1. (4) Given the reactants [Si:1]([O:18][CH:19]1[C:29]2[C:24](=[N:25][CH:26]=[C:27]([Cl:30])[CH:28]=2)[CH:23]=[CH:22][C:21]2[CH:31]=[N:32][C:33]([C:35](=[O:37])[CH3:36])=[CH:34][C:20]1=2)([C:14]([CH3:17])([CH3:16])[CH3:15])([C:8]1[CH:13]=[CH:12][CH:11]=[CH:10][CH:9]=1)[C:2]1[CH:7]=[CH:6][CH:5]=[CH:4][CH:3]=1.[BH4-].[Na+].[NH4+].[Cl-], predict the reaction product. The product is: [Si:1]([O:18][CH:19]1[C:29]2[C:24](=[N:25][CH:26]=[C:27]([Cl:30])[CH:28]=2)[CH:23]=[CH:22][C:21]2[CH:31]=[N:32][C:33]([CH:35]([OH:37])[CH3:36])=[CH:34][C:20]1=2)([C:14]([CH3:17])([CH3:16])[CH3:15])([C:2]1[CH:7]=[CH:6][CH:5]=[CH:4][CH:3]=1)[C:8]1[CH:13]=[CH:12][CH:11]=[CH:10][CH:9]=1. (5) Given the reactants [CH2:1]([NH:3][C:4]([N:6]1[CH2:13][CH:12]2[CH2:14][CH:8]([CH2:9][NH:10][CH2:11]2)[CH2:7]1)=[O:5])[CH3:2].CS(O[CH2:20][CH2:21][C:22]1[CH:27]=[CH:26][C:25]([NH:28][S:29]([CH3:32])(=[O:31])=[O:30])=[CH:24][CH:23]=1)(=O)=O.C([O-])(O)=O.[Na+], predict the reaction product. The product is: [CH2:1]([NH:3][C:4]([N:6]1[CH2:13][CH:12]2[CH2:14][CH:8]([CH2:9][N:10]([CH2:20][CH2:21][C:22]3[CH:23]=[CH:24][C:25]([NH:28][S:29]([CH3:32])(=[O:30])=[O:31])=[CH:26][CH:27]=3)[CH2:11]2)[CH2:7]1)=[O:5])[CH3:2]. (6) Given the reactants O.[CH3:2][O:3][C:4]([CH:6]1[C:10](=[O:11])[CH2:9][CH2:8][CH2:7]1)=[O:5].[CH2:12](O)[CH2:13][OH:14].C1C=CC=CC=1, predict the reaction product. The product is: [O:14]1[C:10]2([CH2:9][CH2:8][CH2:7][CH:6]2[C:4]([O:3][CH3:2])=[O:5])[O:11][CH2:12][CH2:13]1.